This data is from Forward reaction prediction with 1.9M reactions from USPTO patents (1976-2016). The task is: Predict the product of the given reaction. (1) Given the reactants Cl[C:2]1[C:3]([NH2:9])=[N:4][CH:5]=[N:6][C:7]=1Cl.[NH2:10][CH:11]1[CH2:24][C:13]2([CH2:16][N:15]([C:17]([O:19]C(C)(C)C)=O)[CH2:14]2)[CH2:12]1.[O:25]([C:32]1[CH:37]=[CH:36][C:35](B(O)O)=[CH:34][CH:33]=1)[C:26]1[CH:31]=[CH:30][CH:29]=[CH:28][CH:27]=1.[C:41](O)(=O)[C:42]#[C:43]C, predict the reaction product. The product is: [NH2:9][C:3]1[N:4]=[CH:5][N:6]=[C:7]([NH:10][CH:11]2[CH2:12][C:13]3([CH2:14][N:15]([C:17](=[O:19])[C:41]#[C:42][CH3:43])[CH2:16]3)[CH2:24]2)[C:2]=1[C:29]1[CH:30]=[CH:31][C:26]([O:25][C:32]2[CH:37]=[CH:36][CH:35]=[CH:34][CH:33]=2)=[CH:27][CH:28]=1. (2) Given the reactants [NH:1]1[CH:5]=[CH:4][N:3]=[C:2]1[CH2:6][N:7]([CH2:14][C:15]1[CH:37]=[CH:36][C:18]([C:19]([NH:21][C:22]2[CH:27]=[CH:26][C:25]([CH2:28][N:29]([CH2:33][CH2:34][CH3:35])[CH2:30][CH2:31][CH3:32])=[CH:24][CH:23]=2)=[O:20])=[CH:17][CH:16]=1)[CH2:8][C:9]1[NH:10][CH:11]=[CH:12][N:13]=1.C(N([CH2:43][CH3:44])CC)C.Cl[C:46]([O:48][CH2:49][CH2:50][CH2:51][CH3:52])=[O:47], predict the reaction product. The product is: [CH2:49]([O:48][C:46]([N:1]1[CH:5]=[CH:4][N:3]=[C:2]1[CH2:6][N:7]([CH2:14][C:15]1[CH:37]=[CH:36][C:18]([C:19]([NH:21][C:22]2[CH:23]=[CH:24][C:25]([CH2:28][N:29]([CH2:33][CH2:34][CH3:35])[CH2:30][CH2:31][CH3:32])=[CH:26][CH:27]=2)=[O:20])=[CH:17][CH:16]=1)[CH2:8][C:9]1[N:13]([C:46]([O:48][CH2:49][CH2:50][CH2:43][CH3:44])=[O:47])[CH:12]=[CH:11][N:10]=1)=[O:47])[CH2:50][CH2:51][CH3:52]. (3) Given the reactants [OH:1][C:2]1[CH:3]=[CH:4][C:5]([C:8]([OH:10])=O)=[N:6][CH:7]=1.[Br:11][C:12]1[CH:13]=[C:14]2[C:18](=[CH:19][CH:20]=1)[CH2:17][C@@H:16]([NH2:21])[CH2:15]2, predict the reaction product. The product is: [Br:11][C:12]1[CH:13]=[C:14]2[C:18](=[CH:19][CH:20]=1)[CH2:17][C@@H:16]([NH:21][C:8]([C:5]1[CH:4]=[CH:3][C:2]([OH:1])=[CH:7][N:6]=1)=[O:10])[CH2:15]2. (4) Given the reactants [Cl:1]C1C=C(OC)C(OC)=CC=1C1N=C(C2C=C(C(OC)=S)SC=2C)SC=1.[Cl:27][C:28]1[CH:36]=[C:35]([O:37][CH3:38])[C:34]([O:39][CH3:40])=[CH:33][C:29]=1[C:30](O)=[O:31], predict the reaction product. The product is: [Cl:27][C:28]1[CH:36]=[C:35]([O:37][CH3:38])[C:34]([O:39][CH3:40])=[CH:33][C:29]=1[C:30]([Cl:1])=[O:31]. (5) Given the reactants [CH2:1]([C:8]1[C:9]([OH:28])=[C:10]([C:24]([O:26]C)=[O:25])[C:11](=[O:23])[NH:12][C:13]=1[C:14]1[CH:19]=[CH:18][C:17]([N:20]([CH3:22])[CH3:21])=[CH:16][CH:15]=1)[C:2]1[CH:7]=[CH:6][CH:5]=[CH:4][CH:3]=1.I[Si](C)(C)C, predict the reaction product. The product is: [CH2:1]([C:8]1[C:9]([OH:28])=[C:10]([C:24]([OH:26])=[O:25])[C:11](=[O:23])[NH:12][C:13]=1[C:14]1[CH:15]=[CH:16][C:17]([N:20]([CH3:22])[CH3:21])=[CH:18][CH:19]=1)[C:2]1[CH:7]=[CH:6][CH:5]=[CH:4][CH:3]=1. (6) Given the reactants CI.[Br:3][C:4]1[CH:12]=[CH:11][C:7]([C:8]([OH:10])=[O:9])=[C:6]([F:13])[CH:5]=1.[C:14](=O)([O-])[O-].[Na+].[Na+].C(OCC)(=O)C, predict the reaction product. The product is: [Br:3][C:4]1[CH:12]=[CH:11][C:7]([C:8]([O:10][CH3:14])=[O:9])=[C:6]([F:13])[CH:5]=1.